Task: Predict the reactants needed to synthesize the given product.. Dataset: Full USPTO retrosynthesis dataset with 1.9M reactions from patents (1976-2016) (1) Given the product [CH2:8]([C:4]1[CH:3]=[C:2]([B:15]([OH:20])[OH:16])[CH:7]=[CH:6][CH:5]=1)[CH3:9], predict the reactants needed to synthesize it. The reactants are: Br[C:2]1[CH:7]=[CH:6][CH:5]=[C:4]([CH2:8][CH3:9])[CH:3]=1.[Li+].CCC[CH2-].[B:15](OC(C)C)([O:20]C(C)C)[O:16]C(C)C.Cl. (2) Given the product [CH2:11]([Br:37])[CH2:12][CH2:13][CH2:14][CH2:15][CH2:16][CH2:17][CH2:18]/[CH:19]=[CH:20]\[CH2:21]/[CH:22]=[CH:23]\[CH2:24][CH2:25][CH2:26][CH2:27][CH3:28], predict the reactants needed to synthesize it. The reactants are: CN(C=O)C.CS(O[CH2:11][CH2:12][CH2:13][CH2:14][CH2:15][CH2:16][CH2:17][CH2:18]/[CH:19]=[CH:20]\[CH2:21]/[CH:22]=[CH:23]\[CH2:24][CH2:25][CH2:26][CH2:27][CH3:28])(=O)=O.CC(C)=O.C(=O)=O.[Li+].[Br-:37]. (3) The reactants are: [CH3:1][O:2][C:3]1[CH:4]=[C:5]2[C:10](=[CH:11][C:12]=1[O:13][CH3:14])[C:9]([CH2:15][CH2:16][CH3:17])=[N:8][C:7]([OH:18])=[CH:6]2.Cl.Cl[CH2:21][C:22]1[CH:23]=[N:24][C:25]2[C:30]([CH:31]=1)=[CH:29][C:28]([O:32][CH3:33])=[CH:27][CH:26]=2.[Li+].[OH-]. Given the product [CH3:1][O:2][C:3]1[CH:4]=[C:5]2[C:10](=[CH:11][C:12]=1[O:13][CH3:14])[C:9]([CH2:15][CH2:16][CH3:17])=[N:8][C:7]([OH:18])=[C:6]2[CH2:21][C:22]1[CH:23]=[N:24][C:25]2[C:30]([CH:31]=1)=[CH:29][C:28]([O:32][CH3:33])=[CH:27][CH:26]=2, predict the reactants needed to synthesize it. (4) Given the product [CH3:15][O:16][C:17]1[CH:24]=[CH:23][CH:22]=[CH:21][C:18]=1[CH2:19][NH:20][C:8]1[CH:7]=[CH:6][C:5]2[C:10](=[CH:11][CH:12]=[CH:13][C:4]=2[N+:1]([O-:3])=[O:2])[N:9]=1, predict the reactants needed to synthesize it. The reactants are: [N+:1]([C:4]1[CH:13]=[CH:12][CH:11]=[C:10]2[C:5]=1[CH:6]=[CH:7][C:8](Cl)=[N:9]2)([O-:3])=[O:2].[CH3:15][O:16][C:17]1[CH:24]=[CH:23][CH:22]=[CH:21][C:18]=1[CH2:19][NH2:20]. (5) Given the product [Si:1]([O:8][CH2:9][C:10]1[CH:14]=[C:13]([C@H:15]2[C@H:19]3[O:20][C:21]([CH3:23])([CH3:24])[O:22][C@H:18]3[C@H:17]([N:25]3[C:29]4[N:30]=[CH:31][N:32]=[C:33]([CH3:34])[C:28]=4[CH:27]=[CH:26]3)[O:16]2)[N:12]([CH:36]2[CH2:37][CH2:38][CH2:39][CH2:40][O:35]2)[N:11]=1)([C:4]([CH3:7])([CH3:6])[CH3:5])([CH3:3])[CH3:2], predict the reactants needed to synthesize it. The reactants are: [Si:1]([O:8][CH2:9][C:10]1[CH:14]=[C:13]([C@H:15]2[C@H:19]3[O:20][C:21]([CH3:24])([CH3:23])[O:22][C@H:18]3[C@H:17]([N:25]3[C:29]4[N:30]=[CH:31][N:32]=[C:33]([CH3:34])[C:28]=4[CH:27]=[CH:26]3)[O:16]2)[NH:12][N:11]=1)([C:4]([CH3:7])([CH3:6])[CH3:5])([CH3:3])[CH3:2].[O:35]1[CH:40]=[CH:39][CH2:38][CH2:37][CH2:36]1.[O-]S([O-])(=O)=O.[Na+].[Na+].CC1C=CC(S(O)(=O)=O)=CC=1. (6) Given the product [Cl:1][C:2]1[C:3]([F:14])=[C:4]([C:5]([C:17]2[CH:22]=[CH:21][C:20]([O:23][CH3:24])=[C:19]([F:25])[CH:18]=2)=[O:6])[CH:11]=[CH:12][CH:13]=1, predict the reactants needed to synthesize it. The reactants are: [Cl:1][C:2]1[C:3]([F:14])=[C:4]([CH:11]=[CH:12][CH:13]=1)[C:5](N(OC)C)=[O:6].Br[Mg][C:17]1[CH:22]=[CH:21][C:20]([O:23][CH3:24])=[C:19]([F:25])[CH:18]=1. (7) The reactants are: [CH3:1][O:2][C:3]1[CH:4]=[C:5]2[N:22]=[CH:21][N:20]=[C:19]([NH:23][C:24]3[CH:25]=[CH:26][C:27]([F:31])=[C:28]([Cl:30])[CH:29]=3)[C:6]2=[CH:7][C:8]=1[O:9][CH2:10][CH2:11][CH2:12][N:13]1[CH2:18][CH2:17][O:16][CH2:15][CH2:14]1.[C:32]([OH:45])(=[O:44])/[CH:33]=[CH:34]/[C:35]1[CH:43]=[CH:42][C:40]([OH:41])=[C:37]([O:38][CH3:39])[CH:36]=1. Given the product [CH3:1][O:2][C:3]1[CH:4]=[C:5]2[N:22]=[CH:21][N:20]=[C:19]([NH:23][C:24]3[CH:25]=[CH:26][C:27]([F:31])=[C:28]([Cl:30])[CH:29]=3)[C:6]2=[CH:7][C:8]=1[O:9][CH2:10][CH2:11][CH2:12][N:13]1[CH2:18][CH2:17][O:16][CH2:15][CH2:14]1.[C:32]([OH:45])(=[O:44])/[CH:33]=[CH:34]/[C:35]1[CH:43]=[CH:42][C:40]([OH:41])=[C:37]([O:38][CH3:39])[CH:36]=1, predict the reactants needed to synthesize it. (8) Given the product [CH:9]1([NH:1][C:20](=[O:22])[CH2:19][NH:18][C:16](=[O:17])[O:15][C:11]([CH3:12])([CH3:13])[CH3:14])[CH2:4][CH2:8]1, predict the reactants needed to synthesize it. The reactants are: [N:1]1[C:9]2[C:4](=NC=C[CH:8]=2)N(O)N=1.[C:11]([O:15][C:16]([NH:18][CH2:19][C:20]([OH:22])=O)=[O:17])([CH3:14])([CH3:13])[CH3:12].C1(N)CC1.Cl.C(N=C=NCCCN(C)C)C. (9) Given the product [N:35]1([S:39]([NH:42][C:9](=[O:11])[C:8]2[CH:12]=[C:4]([CH:1]3[CH2:3][CH2:2]3)[C:5]([O:14][CH2:15][C@H:16]3[CH2:21][CH2:20][C@H:19]([CH3:22])[CH2:18][CH2:17]3)=[CH:6][C:7]=2[F:13])(=[O:41])=[O:40])[CH2:38][CH2:37][CH2:36]1, predict the reactants needed to synthesize it. The reactants are: [CH:1]1([C:4]2[C:5]([O:14][CH2:15][C@H:16]3[CH2:21][CH2:20][C@H:19]([CH3:22])[CH2:18][CH2:17]3)=[CH:6][C:7]([F:13])=[C:8]([CH:12]=2)[C:9]([OH:11])=O)[CH2:3][CH2:2]1.Cl.C(N=C=NCCCN(C)C)C.[N:35]1([S:39]([NH2:42])(=[O:41])=[O:40])[CH2:38][CH2:37][CH2:36]1.Cl. (10) Given the product [Cl:19][C:20]1[CH:21]=[C:22]([N:27]2[CH2:32][CH2:31][N:30]([CH2:17][CH2:16][CH2:15][C:9]3[CH:10]=[C:11]([CH2:12][CH2:13][CH3:14])[N:7]([C:1]4[CH:6]=[CH:5][CH:4]=[CH:3][CH:2]=4)[N:8]=3)[CH2:29][CH2:28]2)[CH:23]=[CH:24][C:25]=1[Cl:26], predict the reactants needed to synthesize it. The reactants are: [C:1]1([N:7]2[C:11]([CH2:12][CH2:13][CH3:14])=[CH:10][C:9]([CH2:15][CH2:16][CH:17]=O)=[N:8]2)[CH:6]=[CH:5][CH:4]=[CH:3][CH:2]=1.[Cl:19][C:20]1[CH:21]=[C:22]([N:27]2[CH2:32][CH2:31][NH:30][CH2:29][CH2:28]2)[CH:23]=[CH:24][C:25]=1[Cl:26].CCN(C(C)C)C(C)C.[BH-](OC(C)=O)(OC(C)=O)OC(C)=O.[Na+].